From a dataset of Peptide-MHC class I binding affinity with 185,985 pairs from IEDB/IMGT. Regression. Given a peptide amino acid sequence and an MHC pseudo amino acid sequence, predict their binding affinity value. This is MHC class I binding data. The peptide sequence is IPKRNRSIL. The MHC is H-2-Db with pseudo-sequence H-2-Db. The binding affinity (normalized) is 0.0641.